From a dataset of Peptide-MHC class I binding affinity with 185,985 pairs from IEDB/IMGT. Regression. Given a peptide amino acid sequence and an MHC pseudo amino acid sequence, predict their binding affinity value. This is MHC class I binding data. (1) The peptide sequence is LALWDSNFFT. The MHC is HLA-A68:02 with pseudo-sequence HLA-A68:02. The binding affinity (normalized) is 0. (2) The peptide sequence is LTLDEQIFV. The MHC is HLA-A02:01 with pseudo-sequence HLA-A02:01. The binding affinity (normalized) is 0.993. (3) The peptide sequence is LTLAIYHPQQFVYAG. The MHC is HLA-A01:01 with pseudo-sequence HLA-A01:01. The binding affinity (normalized) is 0.507. (4) The peptide sequence is ILLLCLIFL. The MHC is HLA-A02:03 with pseudo-sequence HLA-A02:03. The binding affinity (normalized) is 0.322. (5) The peptide sequence is LIFPAFFLC. The MHC is HLA-A26:01 with pseudo-sequence HLA-A26:01. The binding affinity (normalized) is 0.0847.